Dataset: Forward reaction prediction with 1.9M reactions from USPTO patents (1976-2016). Task: Predict the product of the given reaction. Given the reactants Cl[C:2]1[CH:7]=[C:6]([C:8]2[CH:9]=[N:10][C:11]([C:14]([F:17])([F:16])[F:15])=[N:12][CH:13]=2)[C:5]([O:18][CH:19]([F:21])[F:20])=[CH:4][N:3]=1.[Zn](C)[CH3:23], predict the reaction product. The product is: [F:20][CH:19]([F:21])[O:18][C:5]1[C:6]([C:8]2[CH:9]=[N:10][C:11]([C:14]([F:17])([F:16])[F:15])=[N:12][CH:13]=2)=[CH:7][C:2]([CH3:23])=[N:3][CH:4]=1.